From a dataset of Catalyst prediction with 721,799 reactions and 888 catalyst types from USPTO. Predict which catalyst facilitates the given reaction. Reactant: [NH:1]1[CH2:4][CH:3]([C:5]([N:7]2[CH2:13][CH2:12][CH2:11][N:10]([CH:14]3[CH2:17][CH2:16][CH2:15]3)[CH2:9][CH2:8]2)=[O:6])[CH2:2]1.CCN(C(C)C)C(C)C.[O:27]1[CH2:32][CH2:31][CH:30]([CH2:33][C:34](Cl)=[O:35])[CH2:29][CH2:28]1.Cl. Product: [CH:14]1([N:10]2[CH2:11][CH2:12][CH2:13][N:7]([C:5]([CH:3]3[CH2:2][N:1]([C:34](=[O:35])[CH2:33][CH:30]4[CH2:31][CH2:32][O:27][CH2:28][CH2:29]4)[CH2:4]3)=[O:6])[CH2:8][CH2:9]2)[CH2:17][CH2:16][CH2:15]1. The catalyst class is: 34.